From a dataset of Peptide-MHC class II binding affinity with 134,281 pairs from IEDB. Regression. Given a peptide amino acid sequence and an MHC pseudo amino acid sequence, predict their binding affinity value. This is MHC class II binding data. (1) The peptide sequence is AEVRSYCYLATVSDLSTK. The MHC is DRB3_0101 with pseudo-sequence DRB3_0101. The binding affinity (normalized) is 0.231. (2) The peptide sequence is LSPISNMVSMANNHM. The MHC is HLA-DPA10103-DPB10301 with pseudo-sequence HLA-DPA10103-DPB10301. The binding affinity (normalized) is 0.279. (3) The peptide sequence is DVKFPGGGQIVGGVW. The MHC is HLA-DQA10501-DQB10301 with pseudo-sequence HLA-DQA10501-DQB10301. The binding affinity (normalized) is 0.828. (4) The peptide sequence is SQDLELSWNPNGLQAY. The MHC is HLA-DQA10301-DQB10302 with pseudo-sequence HLA-DQA10301-DQB10302. The binding affinity (normalized) is 0.318. (5) The peptide sequence is SSGKNEGTNIYNNNE. The MHC is DRB1_0301 with pseudo-sequence DRB1_0301. The binding affinity (normalized) is 0. (6) The peptide sequence is IIKYNRRLAKSIICE. The MHC is H-2-IAb with pseudo-sequence H-2-IAb. The binding affinity (normalized) is 0.165.